From a dataset of Forward reaction prediction with 1.9M reactions from USPTO patents (1976-2016). Predict the product of the given reaction. (1) Given the reactants [C:1]([O:5][C:6]([N:8]1[CH2:13][CH2:12][N:11]([C:14]2[CH:19]=[CH:18][C:17]([O:20][CH3:21])=[CH:16][C:15]=2[C:22]#[N:23])[CH2:10][CH2:9]1)=[O:7])([CH3:4])([CH3:3])[CH3:2].[H][H], predict the reaction product. The product is: [C:1]([O:5][C:6]([N:8]1[CH2:13][CH2:12][N:11]([C:14]2[CH:19]=[CH:18][C:17]([O:20][CH3:21])=[CH:16][C:15]=2[CH2:22][NH2:23])[CH2:10][CH2:9]1)=[O:7])([CH3:4])([CH3:2])[CH3:3]. (2) Given the reactants [Cl:1][C:2]1[CH:10]=[CH:9][C:8]([OH:11])=[CH:7][C:3]=1[C:4]([OH:6])=[O:5].S(=O)(=O)(O)O.[CH2:17](O)C, predict the reaction product. The product is: [Cl:1][C:2]1[CH:10]=[CH:9][C:8]([OH:11])=[CH:7][C:3]=1[C:4]([O:6][CH3:17])=[O:5]. (3) Given the reactants [CH:1]([N:4]([CH3:30])[C:5]1[C:6]([C:19]2[CH:24]=[CH:23][C:22]([O:25][C:26]([F:29])([F:28])[F:27])=[CH:21][CH:20]=2)=[N:7][C:8]2[C:13]([N:14]=1)=[CH:12][C:11]([C:15]([O:17]C)=[O:16])=[CH:10][CH:9]=2)([CH3:3])[CH3:2].[OH-].[Na+].O, predict the reaction product. The product is: [CH:1]([N:4]([CH3:30])[C:5]1[C:6]([C:19]2[CH:24]=[CH:23][C:22]([O:25][C:26]([F:28])([F:29])[F:27])=[CH:21][CH:20]=2)=[N:7][C:8]2[C:13]([N:14]=1)=[CH:12][C:11]([C:15]([OH:17])=[O:16])=[CH:10][CH:9]=2)([CH3:3])[CH3:2]. (4) Given the reactants [Br:1][C:2]1[CH:7]=[C:6]([CH3:8])[CH:5]=[CH:4][C:3]=1[OH:9].[CH3:10][CH:11]([CH:15]=[CH2:16])[CH:12](O)[CH3:13].C1C=CC(P(C2C=CC=CC=2)C2C=CC=CC=2)=CC=1.CCOC(/N=N/C(OCC)=O)=O, predict the reaction product. The product is: [Br:1][C:2]1[CH:7]=[C:6]([CH3:8])[CH:5]=[CH:4][C:3]=1[O:9][CH:15]([CH:11]([CH3:10])[CH:12]=[CH2:13])[CH3:16]. (5) Given the reactants B1(B2OC(C)(C)C(C)(C)O2)OC(C)(C)C(C)(C)[O:2]1.[C:19]1([S:25]([N:28]2[C:32]3=[C:33]([Cl:38])[N:34]=[CH:35][C:36](Br)=[C:31]3[CH:30]=[CH:29]2)(=[O:27])=[O:26])[CH:24]=[CH:23][CH:22]=[CH:21][CH:20]=1.CC([O-])=O.[K+].OO, predict the reaction product. The product is: [C:19]1([S:25]([N:28]2[C:32]3[C:33]([Cl:38])=[N:34][CH:35]=[C:36]([OH:2])[C:31]=3[CH:30]=[CH:29]2)(=[O:27])=[O:26])[CH:24]=[CH:23][CH:22]=[CH:21][CH:20]=1. (6) Given the reactants [NH2:1][C:2]1[CH:3]=[C:4](/[C:8](/[C:13]2[CH:18]=[CH:17][CH:16]=[CH:15][CH:14]=2)=[CH:9]\[C:10]([O-:12])=[O:11])[CH:5]=[CH:6][CH:7]=1.[CH3:19][O:20][C:21]1[CH:26]=[CH:25][C:24]([S:27](Cl)(=[O:29])=[O:28])=[CH:23][CH:22]=1.Cl.[C:32](OCC)(=O)[CH3:33], predict the reaction product. The product is: [CH3:19][O:20][C:21]1[CH:26]=[CH:25][C:24]([S:27]([NH:1][C:2]2[CH:3]=[C:4](/[C:8](/[C:13]3[CH:14]=[CH:15][CH:16]=[CH:17][CH:18]=3)=[CH:9]\[C:10]([O:12][CH2:32][CH3:33])=[O:11])[CH:5]=[CH:6][CH:7]=2)(=[O:29])=[O:28])=[CH:23][CH:22]=1. (7) Given the reactants [CH3:1][NH:2][C:3]1[C:12]2[C:7](=[CH:8][CH:9]=[C:10]([OH:13])[CH:11]=2)[N:6]=[C:5]([C:14]2[CH:15]=[N:16][CH:17]=[CH:18][CH:19]=2)[N:4]=1.C(=O)([O-])[O-].[K+].[K+].Br[CH2:27][CH2:28][CH2:29][Cl:30], predict the reaction product. The product is: [Cl:30][CH2:29][CH2:28][CH2:27][O:13][C:10]1[CH:11]=[C:12]2[C:7](=[CH:8][CH:9]=1)[N:6]=[C:5]([C:14]1[CH:15]=[N:16][CH:17]=[CH:18][CH:19]=1)[N:4]=[C:3]2[NH:2][CH3:1].